Dataset: Reaction yield outcomes from USPTO patents with 853,638 reactions. Task: Predict the reaction yield, written as a fraction of the theoretical maximum amount of product (1.0 means a 100% yield; for example, 0.34 means a 34% yield). (1) The reactants are [N:1]1([C:7]([O:9][C:10]([CH3:13])([CH3:12])[CH3:11])=[O:8])[CH2:6][CH2:5][NH:4][CH2:3][CH2:2]1.Br[C:15]1[CH:16]=[C:17]([CH:25]=[CH:26][CH:27]=1)[O:18][CH:19]1[CH2:24][CH2:23][CH2:22][CH2:21][O:20]1.CC(C)([O-])C.[Na+].C(OCC)(=O)C. The catalyst is C1(C)C=CC=CC=1.C([O-])(=O)C.[Pd+2].C([O-])(=O)C.C1C=CC(P(C2C(C3C(P(C4C=CC=CC=4)C4C=CC=CC=4)=CC=C4C=3C=CC=C4)=C3C(C=CC=C3)=CC=2)C2C=CC=CC=2)=CC=1.O. The product is [O:20]1[CH2:21][CH2:22][CH2:23][CH2:24][CH:19]1[O:18][C:17]1[CH:16]=[C:15]([N:4]2[CH2:5][CH2:6][N:1]([C:7]([O:9][C:10]([CH3:13])([CH3:12])[CH3:11])=[O:8])[CH2:2][CH2:3]2)[CH:27]=[CH:26][CH:25]=1. The yield is 0.990. (2) The reactants are [CH:1](=[C:8]1[CH2:20][CH2:19][C:18]2[C:17]3[C:12](=[CH:13][CH:14]=[C:15]([Cl:22])[C:16]=3[Cl:21])[NH:11][C:10]=2[C:9]1=[O:23])[C:2]1[CH:7]=[CH:6][CH:5]=[CH:4][CH:3]=1. The catalyst is CCOC(C)=O.[Pd]. The product is [CH2:1]([CH:8]1[CH2:20][CH2:19][C:18]2[C:17]3[C:12](=[CH:13][CH:14]=[C:15]([Cl:22])[C:16]=3[Cl:21])[NH:11][C:10]=2[C:9]1=[O:23])[C:2]1[CH:3]=[CH:4][CH:5]=[CH:6][CH:7]=1. The yield is 0.610. (3) The reactants are O[CH:2]1[C:11]2[N:10]=[C:9]([C:12]3[CH:17]=[CH:16][CH:15]=[CH:14][CH:13]=3)[CH:8]=[CH:7][C:6]=2[CH2:5][CH2:4][CH2:3]1.C([N:20](CC)CC)C.CS(Cl)(=O)=O.C([O-])(O)=O.[Na+].[N-]=[N+]=[N-].[Na+]. The catalyst is C(Cl)Cl.[Cl-].[Na+].O. The product is [NH2:20][CH:2]1[C:11]2[N:10]=[C:9]([C:12]3[CH:17]=[CH:16][CH:15]=[CH:14][CH:13]=3)[CH:8]=[CH:7][C:6]=2[CH2:5][CH2:4][CH2:3]1. The yield is 0.740. (4) The reactants are [CH2:1]([N:3]([CH2:37][CH3:38])[CH2:4][CH2:5][CH2:6][NH:7][C:8]1[N:9]=[C:10]([C:27]2[CH:28]=[C:29]([CH:33]=[CH:34][C:35]=2[CH3:36])[C:30]([OH:32])=O)[C:11]2[CH:17]=[CH:16][C:15](=[O:18])[N:14]([C:19]3[C:24]([F:25])=[CH:23][CH:22]=[CH:21][C:20]=3[F:26])[C:12]=2[N:13]=1)[CH3:2].CN(C(O[N:47]1N=N[C:49]2[CH:50]=CC=[CH:53][C:48]1=2)=[N+](C)C)C.F[P-](F)(F)(F)(F)F.C(N(CC)CC)C.C(N)(CC)C. The catalyst is CN(C=O)C. The product is [CH2:37]([N:3]([CH2:1][CH3:2])[CH2:4][CH2:5][CH2:6][NH:7][C:8]1[N:9]=[C:10]([C:27]2[CH:28]=[C:29]([CH:33]=[CH:34][C:35]=2[CH3:36])[C:30]([NH:47][CH:48]([CH3:53])[CH2:49][CH3:50])=[O:32])[C:11]2[CH:17]=[CH:16][C:15](=[O:18])[N:14]([C:19]3[C:20]([F:26])=[CH:21][CH:22]=[CH:23][C:24]=3[F:25])[C:12]=2[N:13]=1)[CH3:38]. The yield is 0.0900. (5) The reactants are [CH:1]1[C:11]2[CH2:10][CH2:9][C:8]3[CH:12]=[CH:13][CH:14]=[CH:15][C:7]=3[C:6](=[C:16]3[CH2:21][CH2:20][CH:19]([NH:22]C(=O)OCC4C=CC=CC=4)[CH2:18][CH2:17]3)[C:5]=2[CH:4]=[CH:3][CH:2]=1. The catalyst is [Pd].C(OCC)(=O)C.CO.C(O)(=O)C. The product is [CH:12]1[C:8]2[CH2:9][CH2:10][C:11]3[CH:1]=[CH:2][CH:3]=[CH:4][C:5]=3[C:6](=[C:16]3[CH2:17][CH2:18][CH:19]([NH2:22])[CH2:20][CH2:21]3)[C:7]=2[CH:15]=[CH:14][CH:13]=1. The yield is 0.920. (6) The reactants are Br[C:2]1[CH:7]=[CH:6][C:5]([C:8]2[N:12]([CH2:13][C@@H:14]3[CH2:18][CH2:17][N:16]([C:19]([CH:21]4[CH2:23][CH2:22]4)=[O:20])[CH2:15]3)[C:11](=[O:24])[C:10]3([CH2:28][CH2:27][CH2:26][CH2:25]3)[N:9]=2)=[CH:4][CH:3]=1.[O:29]1[C:33]2[CH:34]=[CH:35][CH:36]=[CH:37][C:32]=2[N:31]=[CH:30]1.C([O-])([O-])=O.[K+].[K+].C1C=CC(P(C2C=CC=CC=2)C2C=CC=CC=2)=CC=1. The catalyst is CC([O-])=O.CC([O-])=O.[Pd+2].CC([O-])=O.CC([O-])=O.[Cu+2].C1(C)C=CC=CC=1. The product is [O:29]1[C:33]2[CH:34]=[CH:35][CH:36]=[CH:37][C:32]=2[N:31]=[C:30]1[C:2]1[CH:7]=[CH:6][C:5]([C:8]2[N:12]([CH2:13][C@@H:14]3[CH2:18][CH2:17][N:16]([C:19]([CH:21]4[CH2:22][CH2:23]4)=[O:20])[CH2:15]3)[C:11](=[O:24])[C:10]3([CH2:25][CH2:26][CH2:27][CH2:28]3)[N:9]=2)=[CH:4][CH:3]=1. The yield is 0.470. (7) The reactants are [NH2:1][C:2]1[N:7]=[C:6]([N:8]([CH3:15])[C:9]2[CH:14]=[CH:13][CH:12]=[CH:11][CH:10]=2)[N:5]=[C:4]([C:16]2[N:20]=[C:19]([C:21]3[S:25][C:24]([C:26](O)=[O:27])=[CH:23][CH:22]=3)[O:18][N:17]=2)[N:3]=1.C1N=C[N:31](C(N2C=NC=C2)=O)[CH:30]=1.CN. The catalyst is CN(C=O)C.C(Cl)Cl. The product is [CH3:30][NH:31][C:26]([C:24]1[S:25][C:21]([C:19]2[O:18][N:17]=[C:16]([C:4]3[N:3]=[C:2]([NH2:1])[N:7]=[C:6]([N:8]([CH3:15])[C:9]4[CH:14]=[CH:13][CH:12]=[CH:11][CH:10]=4)[N:5]=3)[N:20]=2)=[CH:22][CH:23]=1)=[O:27]. The yield is 0.0800. (8) The reactants are S(=O)(=O)(O)O.[NH2:6][C:7]1[N:15]=[C:14]([Cl:16])[CH:13]=[CH:12][C:8]=1[C:9]([OH:11])=[O:10].C(=O)([O-])O.[Na+].[CH2:22](O)[CH3:23]. No catalyst specified. The product is [CH2:22]([O:10][C:9](=[O:11])[C:8]1[CH:12]=[CH:13][C:14]([Cl:16])=[N:15][C:7]=1[NH2:6])[CH3:23]. The yield is 0.740. (9) The reactants are CO[C:3]([C:5]1[C:13]2[C:8](=[CH:9][C:10]([Cl:22])=[C:11](B3OCC(C)(C)CO3)[CH:12]=2)[NH:7][CH:6]=1)=[O:4].C(=O)([O-])[O-].[K+].[K+].Br[C:30]1[CH:41]=[CH:40][C:33]([O:34][CH2:35][C:36]([NH:38][CH3:39])=[O:37])=[CH:32][CH:31]=1. No catalyst specified. The product is [Cl:22][C:10]1[CH:9]=[C:8]2[C:13]([C:5]([CH:3]=[O:4])=[CH:6][NH:7]2)=[CH:12][C:11]=1[C:30]1[CH:41]=[CH:40][C:33]([O:34][CH2:35][C:36]([NH:38][CH3:39])=[O:37])=[CH:32][CH:31]=1. The yield is 0.550. (10) The reactants are [CH3:1][C:2]1[CH:3]=[C:4]([C:9]2[N:10]=[C:11]([NH2:20])[S:12][C:13]=2[C:14]2[CH:19]=[CH:18][N:17]=[CH:16][CH:15]=2)[CH:5]=[C:6]([CH3:8])[CH:7]=1.[CH:21]1([C:26](Cl)=[O:27])[CH2:25][CH2:24][CH2:23][CH2:22]1.C(=O)([O-])O.[Na+]. The catalyst is CN(C)C1C=CN=CC=1.CN(C)C(=O)C. The product is [CH3:1][C:2]1[CH:3]=[C:4]([C:9]2[N:10]=[C:11]([NH:20][C:26]([CH:21]3[CH2:25][CH2:24][CH2:23][CH2:22]3)=[O:27])[S:12][C:13]=2[C:14]2[CH:19]=[CH:18][N:17]=[CH:16][CH:15]=2)[CH:5]=[C:6]([CH3:8])[CH:7]=1. The yield is 0.590.